Predict the product of the given reaction. From a dataset of Forward reaction prediction with 1.9M reactions from USPTO patents (1976-2016). (1) Given the reactants [OH:1][C:2]1[CH:3]=[C:4]([C:8]2[C:17]3[C:12](=[C:13]([C:18]([F:21])([F:20])[F:19])[CH:14]=[CH:15][CH:16]=3)[N:11]=[CH:10][C:9]=2[C:22]([O:24]CC)=[O:23])[CH:5]=[CH:6][CH:7]=1.[F:27][C:28]1[CH:35]=[CH:34][CH:33]=[CH:32][C:29]=1[CH2:30]Br, predict the reaction product. The product is: [F:27][C:28]1[CH:35]=[CH:34][CH:33]=[CH:32][C:29]=1[CH2:30][O:1][C:2]1[CH:3]=[C:4]([C:8]2[C:17]3[C:12](=[C:13]([C:18]([F:19])([F:20])[F:21])[CH:14]=[CH:15][CH:16]=3)[N:11]=[CH:10][C:9]=2[C:22]([OH:24])=[O:23])[CH:5]=[CH:6][CH:7]=1. (2) Given the reactants [C:1]([O:5][C:6](=[O:51])[CH2:7][CH:8]1[CH2:13][CH:12]([CH:14]=[CH:15][C:16]2[N:17]([CH:46]([CH3:48])[CH3:47])[C:18]([C:34](=[O:45])[NH:35][CH2:36][C:37]3[CH:42]=[CH:41][C:40]([O:43][CH3:44])=[CH:39][CH:38]=3)=[C:19]([C:28]3[CH:33]=[CH:32][CH:31]=[CH:30][CH:29]=3)[C:20]=2[C:21]2[CH:26]=[CH:25][C:24]([F:27])=[CH:23][CH:22]=2)[O:11]C(C)(C)[O:9]1)([CH3:4])([CH3:3])[CH3:2], predict the reaction product. The product is: [C:1]([O:5][C:6](=[O:51])[CH2:7][C@H:8]([OH:9])[CH2:13][C@H:12]([OH:11])[CH2:14][CH2:15][C:16]1[N:17]([CH:46]([CH3:47])[CH3:48])[C:18]([C:34](=[O:45])[NH:35][CH2:36][C:37]2[CH:38]=[CH:39][C:40]([O:43][CH3:44])=[CH:41][CH:42]=2)=[C:19]([C:28]2[CH:33]=[CH:32][CH:31]=[CH:30][CH:29]=2)[C:20]=1[C:21]1[CH:26]=[CH:25][C:24]([F:27])=[CH:23][CH:22]=1)([CH3:2])([CH3:4])[CH3:3]. (3) Given the reactants [O:1]=[C:2]1[C:11]2[C:6](=[CH:7][CH:8]=[C:9]([C:12]#[C:13][CH2:14][C:15]3[CH:20]=[CH:19][CH:18]=[CH:17][CH:16]=3)[CH:10]=2)[N:5]=[CH:4][N:3]1[CH2:21][C:22]1[CH:30]=[CH:29][C:25]([C:26]([OH:28])=O)=[CH:24][CH:23]=1.C(Cl)(=O)C(Cl)=O.[NH3:37], predict the reaction product. The product is: [O:1]=[C:2]1[C:11]2[C:6](=[CH:7][CH:8]=[C:9]([C:12]#[C:13][CH2:14][C:15]3[CH:20]=[CH:19][CH:18]=[CH:17][CH:16]=3)[CH:10]=2)[N:5]=[CH:4][N:3]1[CH2:21][C:22]1[CH:23]=[CH:24][C:25]([C:26]([NH2:37])=[O:28])=[CH:29][CH:30]=1. (4) Given the reactants C(OC([N:8]1[CH2:20][C@@H:19]2[N:11]([C:12]3[N:13]=[C:14]4[C@H:23]([CH3:24])[O:22][CH2:21][C:15]4=[CH:16][C:17]=3[CH2:18]2)[C@H:10]([CH3:25])[CH2:9]1)=O)(C)(C)C.FC(F)(F)C(O)=O, predict the reaction product. The product is: [NH3:8].[CH3:24][C@H:23]1[C:14]2[C:15](=[CH:16][C:17]3[CH2:18][C@H:19]4[N:11]([C:12]=3[N:13]=2)[C@H:10]([CH3:25])[CH2:9][NH:8][CH2:20]4)[CH2:21][O:22]1.